Dataset: Full USPTO retrosynthesis dataset with 1.9M reactions from patents (1976-2016). Task: Predict the reactants needed to synthesize the given product. Given the product [OH:12][CH2:11][CH2:10][CH2:9][C:6]1[CH:7]=[CH:8][C:3]([CH:2]=[O:1])=[CH:4][C:5]=1[O:13][CH3:14], predict the reactants needed to synthesize it. The reactants are: [OH:1][CH2:2][C:3]1[CH:8]=[CH:7][C:6]([CH2:9][CH2:10][CH2:11][OH:12])=[C:5]([O:13][CH3:14])[CH:4]=1.